From a dataset of Forward reaction prediction with 1.9M reactions from USPTO patents (1976-2016). Predict the product of the given reaction. (1) The product is: [CH3:19][O:20][C:21]1[C:22]([NH2:36])=[N:23][CH:24]=[C:25]([C:2]2[S:6][C:5]([C:7]3[CH:12]=[CH:11][CH:10]=[CH:9][CH:8]=3)=[N:4][C:3]=2[C:13]2[CH:18]=[CH:17][N:16]=[CH:15][CH:14]=2)[CH:26]=1. Given the reactants Br[C:2]1[S:6][C:5]([C:7]2[CH:12]=[CH:11][CH:10]=[CH:9][CH:8]=2)=[N:4][C:3]=1[C:13]1[CH:18]=[CH:17][N:16]=[CH:15][CH:14]=1.[CH3:19][O:20][C:21]1[C:22]([NH2:36])=[N:23][CH:24]=[C:25](B2OC(C)(C)C(C)(C)O2)[CH:26]=1.C([O-])([O-])=O.[K+].[K+], predict the reaction product. (2) The product is: [CH2:1]([O:8][C:9]1[C:10](=[O:35])[CH:11]=[C:12]([C:29](=[O:34])[C:30]([CH3:31])([CH3:32])[CH3:33])[N:13]2[CH2:18][CH2:17][N:16]([CH2:19][C:20]3[CH:25]=[CH:24][C:23]([Cl:26])=[C:22]([Cl:27])[CH:21]=3)[C:15](=[O:28])[C:14]=12)[C:2]1[CH:7]=[CH:6][CH:5]=[CH:4][CH:3]=1. Given the reactants [CH2:1]([O:8][C:9]1[C:10](=[O:35])[CH:11]=[C:12]([CH:29]([OH:34])[C:30]([CH3:33])([CH3:32])[CH3:31])[N:13]2[CH2:18][CH2:17][N:16]([CH2:19][C:20]3[CH:25]=[CH:24][C:23]([Cl:26])=[C:22]([Cl:27])[CH:21]=3)[C:15](=[O:28])[C:14]=12)[C:2]1[CH:7]=[CH:6][CH:5]=[CH:4][CH:3]=1.CC(OI1(OC(C)=O)(OC(C)=O)OC(=O)C2C=CC=CC1=2)=O.C(=O)([O-])O.[Na+].S([O-])([O-])=O.[Na+].[Na+], predict the reaction product. (3) Given the reactants [NH2:1][C:2]1[CH:7]=[C:6]([CH3:8])[CH:5]=[CH:4][C:3]=1[NH:9][CH:10]1[CH2:15][CH2:14][N:13]([C:16]2([CH3:28])[CH2:20][CH2:19][N:18]([C:21]([O:23][C:24]([CH3:27])([CH3:26])[CH3:25])=[O:22])[CH2:17]2)[CH2:12][CH2:11]1.CCN(C(C)C)C(C)C.Cl[C:39](Cl)([O:41]C(=O)OC(Cl)(Cl)Cl)Cl.[OH-].[Na+], predict the reaction product. The product is: [CH3:28][C:16]1([N:13]2[CH2:14][CH2:15][CH:10]([N:9]3[C:3]4[CH:4]=[CH:5][C:6]([CH3:8])=[CH:7][C:2]=4[NH:1][C:39]3=[O:41])[CH2:11][CH2:12]2)[CH2:20][CH2:19][N:18]([C:21]([O:23][C:24]([CH3:27])([CH3:26])[CH3:25])=[O:22])[CH2:17]1. (4) Given the reactants C(Cl)(=O)C(Cl)=O.CS(C)=O.[F:11][C:12]([F:48])([F:47])[C:13]1[CH:14]=[C:15]([C@H:23]([O:25][C@H:26]2[CH2:30][N:29]([C:31]([O:33][C:34]([CH3:37])([CH3:36])[CH3:35])=[O:32])[C@@H:28]([CH2:38][OH:39])[C@@H:27]2[C:40]2[CH:45]=[CH:44][C:43]([F:46])=[CH:42][CH:41]=2)[CH3:24])[CH:16]=[C:17]([C:19]([F:22])([F:21])[F:20])[CH:18]=1, predict the reaction product. The product is: [F:48][C:12]([F:11])([F:47])[C:13]1[CH:14]=[C:15]([C@H:23]([O:25][C@H:26]2[CH2:30][N:29]([C:31]([O:33][C:34]([CH3:36])([CH3:35])[CH3:37])=[O:32])[C@@H:28]([CH:38]=[O:39])[C@@H:27]2[C:40]2[CH:45]=[CH:44][C:43]([F:46])=[CH:42][CH:41]=2)[CH3:24])[CH:16]=[C:17]([C:19]([F:20])([F:21])[F:22])[CH:18]=1. (5) The product is: [NH2:7][C:8]1[N:9]([CH3:26])[C:10](=[O:25])[C:11]([CH3:23])([CH3:24])[C@:12]([C:15]2[CH:20]=[C:19]([NH:35][C:33]3[CH:34]=[C:29]([F:28])[CH:30]=[CH:31][C:32]=3[O:36][CH3:37])[CH:18]=[CH:17][C:16]=2[F:22])([CH3:14])[N:13]=1. Given the reactants C(OC(=O)[NH:7][C:8]1[N:9]([CH3:26])[C:10](=[O:25])[C:11]([CH3:24])([CH3:23])[C@:12]([C:15]2[CH:20]=[C:19](Br)[CH:18]=[CH:17][C:16]=2[F:22])([CH3:14])[N:13]=1)(C)(C)C.[F:28][C:29]1[CH:30]=[CH:31][C:32]([O:36][CH3:37])=[C:33]([NH2:35])[CH:34]=1, predict the reaction product. (6) The product is: [CH3:1][O:2][C:3]1[C:8]([O:9][CH3:10])=[CH:7][CH:6]=[CH:5][C:4]=1[O:11][C:13]1[CH:18]=[CH:17][CH:16]=[C:15]([F:19])[C:14]=1[N+:20]([O-:22])=[O:21]. Given the reactants [CH3:1][O:2][C:3]1[C:8]([O:9][CH3:10])=[CH:7][CH:6]=[CH:5][C:4]=1[OH:11].F[C:13]1[CH:18]=[CH:17][CH:16]=[C:15]([F:19])[C:14]=1[N+:20]([O-:22])=[O:21].COC1C(OC)=CC=CC=1OC1C=CC=C(F)C=1N.NC1SC=CN=1, predict the reaction product. (7) Given the reactants [Cl:1][C:2]1[CH:7]=C(Cl)[CH:5]=[CH:4][C:3]=1[CH2:9][N:10]1[C:15](=[O:16])[C:14]([C:17]([NH:19][CH2:20][C:21]([O:23]CC)=[O:22])=[O:18])=[C:13]([OH:26])[C:12]([C:27]([O:29]C)=O)=[C:11]1[OH:31].[CH2:32]([NH2:36])[CH:33]([CH3:35])[CH3:34].[CH:37]([Cl:40])(Cl)Cl, predict the reaction product. The product is: [Cl:1][C:2]1[CH:7]=[C:37]([Cl:40])[CH:5]=[CH:4][C:3]=1[CH2:9][N:10]1[C:11]([OH:31])=[C:12]([C:27]([NH:36][CH2:32][CH:33]([CH3:35])[CH3:34])=[O:29])[C:13]([OH:26])=[C:14]([C:17]([NH:19][CH2:20][C:21]([OH:23])=[O:22])=[O:18])[C:15]1=[O:16].